This data is from Catalyst prediction with 721,799 reactions and 888 catalyst types from USPTO. The task is: Predict which catalyst facilitates the given reaction. Reactant: [CH3:1][O:2][C:3](=[O:13])[C:4]1[C:9]([CH3:10])=[CH:8][CH:7]=[C:6]([F:11])[C:5]=1[NH2:12].Cl[C:15](Cl)([O:17]C(=O)OC(Cl)(Cl)Cl)Cl. Product: [CH3:1][O:2][C:3](=[O:13])[C:4]1[C:9]([CH3:10])=[CH:8][CH:7]=[C:6]([F:11])[C:5]=1[N:12]=[C:15]=[O:17]. The catalyst class is: 11.